From a dataset of Full USPTO retrosynthesis dataset with 1.9M reactions from patents (1976-2016). Predict the reactants needed to synthesize the given product. (1) Given the product [OH:16][C@H:13]1[CH2:14][CH2:15][C@H:10]([N:9]2[C:7](=[O:8])[NH:6][C:3]3[C:4]2=[N:5][C:26]([C:23]2[CH:22]=[CH:21][CH:72]=[C:71]([OH:70])[CH:24]=2)=[N:1][C:2]=3[C:17]([NH2:18])=[O:43])[CH2:11][CH2:12]1, predict the reactants needed to synthesize it. The reactants are: [NH2:1]/[C:2](/[C:17]#[N:18])=[C:3](\[NH:6][C:7]([NH:9][C@H:10]1[CH2:15][CH2:14][C@H:13]([OH:16])[CH2:12][CH2:11]1)=[O:8])/[C:4]#[N:5].O[C@@H]1C[CH2:24][C@H:23]([C:26](O)=O)[CH2:22][CH2:21]1.C(N(CC)CC)C.C1(P(N=[N+]=[N-])(C2C=CC=CC=2)=[O:43])C=CC=CC=1.[O-][Mn](=O)(=O)=O.[K+].N/C(/C#N)=C(\N)/C#N.C([O:70][CH2:71][CH3:72])(=O)C. (2) Given the product [C:1]1([C@H:7]2[N:21]3[C:22]4[C:14]([C:15]5[C:20]3=[CH:19][CH:18]=[CH:17][C:16]=5[OH:23])=[CH:13][CH:12]=[CH:11][C:10]=4[O:9][CH2:8]2)[CH:2]=[CH:3][CH:4]=[CH:5][CH:6]=1, predict the reactants needed to synthesize it. The reactants are: [C:1]1([C@H:7]2[N:21]3[C:22]4[C:14]([C:15]5[C:16](=[O:23])[CH2:17][CH2:18][CH2:19][C:20]=53)=[CH:13][CH:12]=[CH:11][C:10]=4[O:9][CH2:8]2)[CH:6]=[CH:5][CH:4]=[CH:3][CH:2]=1.[Cl-].[Li+].[Br-].[Li+].C(=O)([O-])[O-].[Li+].[Li+]. (3) Given the product [C:20]([O:24][C:25]([N:27]1[CH2:33][CH2:32][C:31]2[CH:34]=[C:35](/[CH:55]=[CH:54]/[C:53]([O:57][CH3:58])=[O:56])[CH:36]=[CH:37][C:30]=2[CH2:29][CH2:28]1)=[O:26])([CH3:23])([CH3:22])[CH3:21], predict the reactants needed to synthesize it. The reactants are: P(C(C)(C)C)(C(C)(C)C)C(C)(C)C.[H+].[B-](F)(F)(F)F.[C:20]([O:24][C:25]([N:27]1[CH2:33][CH2:32][C:31]2[CH:34]=[C:35](Br)[CH:36]=[CH:37][C:30]=2[CH2:29][CH2:28]1)=[O:26])([CH3:23])([CH3:22])[CH3:21].CN(C1CCCCC1)C1CCCCC1.[C:53]([O:57][CH3:58])(=[O:56])[CH:54]=[CH2:55].